From a dataset of Full USPTO retrosynthesis dataset with 1.9M reactions from patents (1976-2016). Predict the reactants needed to synthesize the given product. (1) Given the product [Br:20][C:21]1[CH:22]=[C:23]2[CH:29]=[CH:28][N:27]([CH:6]3[CH2:11][CH2:10][N:9]([C:12]4[N:17]=[CH:16][C:15]([CH2:18][CH3:19])=[CH:14][N:13]=4)[CH2:8][CH2:7]3)[C:24]2=[N:25][CH:26]=1, predict the reactants needed to synthesize it. The reactants are: CS(O[CH:6]1[CH2:11][CH2:10][N:9]([C:12]2[N:17]=[CH:16][C:15]([CH2:18][CH3:19])=[CH:14][N:13]=2)[CH2:8][CH2:7]1)(=O)=O.[Br:20][C:21]1[CH:22]=[C:23]2[CH:29]=[CH:28][NH:27][C:24]2=[N:25][CH:26]=1. (2) Given the product [NH2:34][C:22]1[N:21]=[C:20]([NH:19][CH2:18][CH2:17][CH2:16][NH:15][S:11]([C:8]2[CH:9]=[CH:10][C:5]([NH:4][C:1](=[O:3])[CH3:2])=[CH:6][CH:7]=2)(=[O:13])=[O:12])[CH:25]=[C:24]([C:26]2[CH:31]=[CH:30][CH:29]=[C:28]([CH3:32])[C:27]=2[CH3:33])[N:23]=1, predict the reactants needed to synthesize it. The reactants are: [C:1]([NH:4][C:5]1[CH:10]=[CH:9][C:8]([S:11](Cl)(=[O:13])=[O:12])=[CH:7][CH:6]=1)(=[O:3])[CH3:2].[NH2:15][CH2:16][CH2:17][CH2:18][NH:19][C:20]1[CH:25]=[C:24]([C:26]2[CH:31]=[CH:30][CH:29]=[C:28]([CH3:32])[C:27]=2[CH3:33])[N:23]=[C:22]([NH2:34])[N:21]=1. (3) Given the product [OH:43][CH:40]1[CH2:39][CH2:38][N:37]([C@@H:35]([CH3:36])[CH2:34][N:31]2[CH2:30][CH2:29][CH:28]([NH:27][C:21]([C:15]3[NH:16][C:17]4[C:13]([CH:14]=3)=[C:12]([O:11][CH2:10][C:3]3[C:4]5[CH:9]=[CH:8][CH:7]=[CH:6][C:5]=5[O:1][CH:2]=3)[CH:20]=[CH:19][CH:18]=4)=[O:22])[CH2:33][CH2:32]2)[CH2:42][CH2:41]1, predict the reactants needed to synthesize it. The reactants are: [O:1]1[C:5]2[CH:6]=[CH:7][CH:8]=[CH:9][C:4]=2[C:3]([CH2:10][O:11][C:12]2[CH:20]=[CH:19][CH:18]=[C:17]3[C:13]=2[CH:14]=[C:15]([C:21](O)=[O:22])[NH:16]3)=[CH:2]1.Cl.Cl.Cl.[NH2:27][CH:28]1[CH2:33][CH2:32][N:31]([CH2:34][C@@H:35]([N:37]2[CH2:42][CH2:41][CH:40]([OH:43])[CH2:39][CH2:38]2)[CH3:36])[CH2:30][CH2:29]1. (4) The reactants are: [C:1]([O:5][C:6]([N:8]1[CH2:13][CH2:12][CH:11]([C:14]2[C:19]([CH3:20])=[CH:18][C:17]([NH2:21])=[CH:16][N:15]=2)[CH2:10][CH2:9]1)=[O:7])([CH3:4])([CH3:3])[CH3:2].[CH3:22][C:23]1[N:27]([C:28]2[CH:33]=[CH:32][C:31]([C:34]([F:37])([F:36])[F:35])=[CH:30][N:29]=2)[N:26]=[CH:25][C:24]=1[C:38](Cl)=[O:39].C(N(CC)CC)C.O. Given the product [C:1]([O:5][C:6]([N:8]1[CH2:9][CH2:10][CH:11]([C:14]2[N:15]=[CH:16][C:17]([NH:21][C:38]([C:24]3[CH:25]=[N:26][N:27]([C:28]4[CH:33]=[CH:32][C:31]([C:34]([F:36])([F:37])[F:35])=[CH:30][N:29]=4)[C:23]=3[CH3:22])=[O:39])=[CH:18][C:19]=2[CH3:20])[CH2:12][CH2:13]1)=[O:7])([CH3:4])([CH3:3])[CH3:2], predict the reactants needed to synthesize it. (5) Given the product [Br:3][C:4]1[CH:12]=[C:11]2[C:7]([CH:8]=[CH:9][N:10]2[CH2:14][CH3:15])=[CH:6][CH:5]=1, predict the reactants needed to synthesize it. The reactants are: [H-].[Na+].[Br:3][C:4]1[CH:12]=[C:11]2[C:7]([CH:8]=[CH:9][NH:10]2)=[CH:6][CH:5]=1.Br[CH2:14][CH3:15]. (6) Given the product [F:38][C:8]([F:7])([C:34]([F:35])([F:36])[F:37])[CH2:9][O:10][C:11]1[CH:16]=[CH:15][C:14]([N:17]2[C:22](=[O:23])[C:21]3[CH2:24][C:25](=[O:27])[NH:26][C:20]=3[N:19]=[C:18]2[S:28]([CH2:29][CH2:30][CH2:31][CH2:32][CH3:33])=[O:1])=[CH:13][CH:12]=1, predict the reactants needed to synthesize it. The reactants are: [OH:1]OS([O-])=O.[K+].[F:7][C:8]([F:38])([C:34]([F:37])([F:36])[F:35])[CH2:9][O:10][C:11]1[CH:16]=[CH:15][C:14]([N:17]2[C:22](=[O:23])[C:21]3[CH2:24][C:25](=[O:27])[NH:26][C:20]=3[N:19]=[C:18]2[S:28][CH2:29][CH2:30][CH2:31][CH2:32][CH3:33])=[CH:13][CH:12]=1.CO.